Dataset: Experimentally validated miRNA-target interactions with 360,000+ pairs, plus equal number of negative samples. Task: Binary Classification. Given a miRNA mature sequence and a target amino acid sequence, predict their likelihood of interaction. (1) The miRNA is mmu-miR-466d-5p with sequence UGUGUGUGCGUACAUGUACAUG. The protein sequence of the target gene is METAPKPGRGVPPKRDKPQAKRKKPRRYWEEETTPAAVATSPGPPRKKARTGESRPPRSKSAHIAQKSRFSKKPPISKTAPDWKKPQRTLSGAQDPFPGPVPAPLEEARKFCRIDKSKTLPHSKPKTQSKLEKAEAQEEEASVRAARAELLLAEEPGFLVGEDGEDTAKILQTDIVEAVDIASAAKHFDLNLRQFGPYRLNYSRTGRHLALGGRRGHVAALDWVTKKLMCEINVMEAVRDIHFLHSEALLAVAQNRWLYIYDNQGIELHCIRRCDRVTRLEFLPFHFLLATTSETGFLTY.... Result: 1 (interaction). (2) The miRNA is hsa-miR-26b-5p with sequence UUCAAGUAAUUCAGGAUAGGU. The protein sequence of the target gene is MMYRPDVVRARKRVCWEPWVIGLVIFISLIVLAVCIGLTVHYVRYNQKKTYNYYSTLSFTTDKLYAEFGREASNNFTEMSQRLESMVKNAFYKSPLREEFVKSQVIKFSQQKHGVLAHMLLICRFHSTEDPETVDKIVQLVLHEKLQDAVGPPKVDPHSVKIKKINKTETDSYLNHCCGTRRSKTLGQSLRIVGGTEVEEGEWPWQASLQWDGSHRCGATLINATWLVSAAHCFTTYKNPARWTASFGVTIKPSKMKRGLRRIIVHEKYKHPSHDYDISLAELSSPVPYTNAVHRVCLPD.... Result: 1 (interaction). (3) The miRNA is hsa-miR-4659b-3p with sequence UUUCUUCUUAGACAUGGCAGCU. The protein sequence of the target gene is MEEILRKLQKEASGSKYKAIKESCTWALETLGGLDTIVKIPPHVLREKCLLPLQLALESKNVKLAQHALAGMQKLLSEERFVSMETDSDEKQLLNQILNAVKVTPSLNEDLQVEVMKVLLCITYTPTFDLNGSAVLKIAEVCIETYISSCHQRSINTAVRATLSQMLSDLTLQLRQRQENTIIENPDVPQDFGNQGSTVESLCDDVVSVLTVLCEKLQAAINDSQQLQLLYLECILSVLSSSSSSMHLHRRFTDLIWKNLCPALIVILGNPIHDKTITSAHTSSTSTSLESDSASPGVSD.... Result: 1 (interaction). (4) The miRNA is hsa-miR-6864-3p with sequence GUGAGACUUCUCUCCCUUCAG. The protein sequence of the target gene is MAPFGRNLLKTRHKNRSPTKDMDSEEKEIVVWVCQEEKLVCGLTKRTTSADVIQALLEEHEATFGEKRFLLGKPSDYCIIEKWRGSERVLPPLTRILKLWKAWGDEQPNMQFVLVKADAFLPVPLWRTAEAKLVQNTEKLWELSPANYMKTLPPDKQKRIVRKTFRKLAKIKQDTVSHDRDNMETLVHLIISQDHTIHQQVKRMKELDLEIEKCEAKFHLDRVENDGENYVQDAYLMPSFSEVEQNLDLQYEENQTLEDLSESDGIEQLEERLKYYRILIDKLSAEIEKEVKSVCIDINE.... Result: 1 (interaction). (5) The miRNA is hsa-miR-520h with sequence ACAAAGUGCUUCCCUUUAGAGU. The protein sequence of the target gene is MAQVAVSTLPVEEESSSETRMVVTFLVSALESMCKELAKSKAEVACIAVYETDVFVVGTERGCAFVNARTDFQKDFAKYCVAEGLCEVKPPCPVNGMQVHSGETEILRKAVEDYFCFCYGKALGTTVMVPVPYEKMLRDQSAVVVQGLPEGVAFQHPENYDLATLKWILENKAGISFIINRPFLGPESQLGGPGMVTDAERSIVSPSESCGPINVKTEPMEDSGISLKAEAVSVKKESEDPNYYQYNMQGSHPSSTSNEVIEMELPMEDSTPLVPSEEPNEDPEAEVKIEGNTNSSSVTN.... Result: 1 (interaction). (6) The miRNA is hsa-miR-5591-5p with sequence UGGGAGCUAAGCUAUGGGUAU. The protein sequence of the target gene is MVNDRWKTMGGAAQLEDRPRDKPQRPSCGYVLCTVLLALAVLLAVAVTGAVLFLNHAHAPGTAPPPVVSTGAASANSALVTVERADSSHLSILIDPRCPDLTDSFARLESAQASVLQALTEHQAQPRLVGDQEQELLDTLADQLPRLLARASELQTECMGLRKGHGTLGQGLSALQSEQGRLIQLLSESQGHMAHLVNSVSDILDALQRDRGLGRPRNKADLQRAPARGTRPRGCATGSRPRDCLDVLLSGQQDDGVYSVFPTHYPAGFQVYCDMRTDGGGWTVFQRREDGSVNFFRGWD.... Result: 1 (interaction).